Task: Predict which catalyst facilitates the given reaction.. Dataset: Catalyst prediction with 721,799 reactions and 888 catalyst types from USPTO (1) Reactant: C[N:2](C(ON1N=NC2C=CC=NC1=2)=[N+](C)C)C.F[P-](F)(F)(F)(F)F.[N:25]1([C:31]2[CH:32]=[C:33]([CH:37]=[C:38]([N+:40]([O-:42])=[O:41])[CH:39]=2)[C:34](O)=[O:35])[CH2:30][CH2:29][O:28][CH2:27][CH2:26]1.[Cl-].[NH4+].CCN(C(C)C)C(C)C. Product: [N:25]1([C:31]2[CH:32]=[C:33]([CH:37]=[C:38]([N+:40]([O-:42])=[O:41])[CH:39]=2)[C:34]([NH2:2])=[O:35])[CH2:30][CH2:29][O:28][CH2:27][CH2:26]1. The catalyst class is: 3. (2) Reactant: [CH:1](NC(C)C)(C)C.C([Li])CCC.[Br:13][C:14]1[C:15]2[CH:34]=[CH:33][CH:32]=[CH:31][C:16]=2[C:17]2[CH2:18][N:19]([C:24]3[CH:29]=[CH:28][CH:27]=[CH:26][C:25]=3[F:30])[C:20](=[O:23])[C:21]=2[CH:22]=1.IC.[Cl-].[NH4+]. Product: [Br:13][C:14]1[C:15]2[CH:34]=[CH:33][CH:32]=[CH:31][C:16]=2[C:17]2[CH:18]([CH3:1])[N:19]([C:24]3[CH:29]=[CH:28][CH:27]=[CH:26][C:25]=3[F:30])[C:20](=[O:23])[C:21]=2[CH:22]=1. The catalyst class is: 7. (3) Reactant: [Na].Br[C:3]1[CH:8]=[CH:7][C:6]([Br:9])=[CH:5][N:4]=1.[CH2:10]([OH:12])[CH3:11]. Product: [Br:9][C:6]1[CH:7]=[CH:8][C:3]([O:12][CH2:10][CH3:11])=[N:4][CH:5]=1. The catalyst class is: 3. (4) Reactant: C(OC([NH:8][C@@H:9]([CH:46]([C:54]1[CH:59]=[CH:58][C:57]([F:60])=[CH:56][CH:55]=1)[C:47]1[CH:52]=[CH:51][C:50]([F:53])=[CH:49][CH:48]=1)[C:10]([NH:12][C:13]1[CH:44]=[CH:43][CH:42]=[C:41]([F:45])[C:14]=1[CH2:15][CH2:16][C@H:17]1[CH2:24][N:23](C(OC(C)(C)C)=O)[CH2:22][C:19]2([CH2:21][CH2:20]2)[N:18]1[S:32]([C:35]1[CH:40]=[CH:39][CH:38]=[CH:37][CH:36]=1)(=[O:34])=[O:33])=[O:11])=O)(C)(C)C.C(O)(C(F)(F)F)=O. Product: [NH2:8][C@@H:9]([CH:46]([C:47]1[CH:48]=[CH:49][C:50]([F:53])=[CH:51][CH:52]=1)[C:54]1[CH:55]=[CH:56][C:57]([F:60])=[CH:58][CH:59]=1)[C:10]([NH:12][C:13]1[CH:44]=[CH:43][CH:42]=[C:41]([F:45])[C:14]=1[CH2:15][CH2:16][C@H:17]1[CH2:24][NH:23][CH2:22][C:19]2([CH2:20][CH2:21]2)[N:18]1[S:32]([C:35]1[CH:40]=[CH:39][CH:38]=[CH:37][CH:36]=1)(=[O:33])=[O:34])=[O:11]. The catalyst class is: 2. (5) Reactant: [Br:1][C:2]1[CH:3]=[C:4]([C:9](=[C:15]2[CH2:18][N:17]([CH:19]([C:26]3[CH:31]=[CH:30][CH:29]=[CH:28][CH:27]=3)[C:20]3[CH:25]=[CH:24][CH:23]=[CH:22][CH:21]=3)[CH2:16]2)[C:10]([O:12][CH2:13][CH3:14])=[O:11])[CH:5]=[C:6]([F:8])[CH:7]=1. Product: [CH2:13]([O:12][C:10](=[O:11])[CH:9]([C:4]1[CH:5]=[C:6]([F:8])[CH:7]=[C:2]([Br:1])[CH:3]=1)[CH:15]1[CH2:18][N:17]([CH:19]([C:26]2[CH:31]=[CH:30][CH:29]=[CH:28][CH:27]=2)[C:20]2[CH:21]=[CH:22][CH:23]=[CH:24][CH:25]=2)[CH2:16]1)[CH3:14]. The catalyst class is: 1. (6) Reactant: [F:1][C:2]1[C:7]([O:8][CH3:9])=[CH:6][C:5]([O:10][CH3:11])=[C:4]([F:12])[C:3]=1[N:13]1[CH2:18][C:17]2[CH:19]=[N:20][C:21]([C:23]3[C:24]([CH3:28])=[N:25][NH:26][CH:27]=3)=[CH:22][C:16]=2[N:15]([CH2:29][CH3:30])[C:14]1=[O:31].C(=O)([O-])[O-].[Cs+].[Cs+].Cl[CH2:39][C:40]([N:42]1[CH2:47][CH2:46][O:45][CH2:44][CH2:43]1)=[O:41]. Product: [F:1][C:2]1[C:7]([O:8][CH3:9])=[CH:6][C:5]([O:10][CH3:11])=[C:4]([F:12])[C:3]=1[N:13]1[CH2:18][C:17]2[CH:19]=[N:20][C:21]([C:23]3[C:24]([CH3:28])=[N:25][N:26]([CH2:39][C:40]([N:42]4[CH2:47][CH2:46][O:45][CH2:44][CH2:43]4)=[O:41])[CH:27]=3)=[CH:22][C:16]=2[N:15]([CH2:29][CH3:30])[C:14]1=[O:31]. The catalyst class is: 47. (7) Reactant: [CH2:1]([O:3][C:4](=[O:25])[CH2:5][C@H:6]([C:15]1[CH:20]=[CH:19][CH:18]=[C:17]([NH:21][C:22](=[O:24])[CH3:23])[CH:16]=1)[NH:7]C(OC(C)(C)C)=O)[CH3:2].Cl. The catalyst class is: 12. Product: [CH2:1]([O:3][C:4](=[O:25])[CH2:5][C@H:6]([C:15]1[CH:20]=[CH:19][CH:18]=[C:17]([NH:21][C:22](=[O:24])[CH3:23])[CH:16]=1)[NH2:7])[CH3:2]. (8) Reactant: [CH:1]([O:4][C:5]1[CH:10]=[CH:9][C:8]([C:11]2[O:15][N:14]=[C:13]3[C:16]4[C:21]([CH2:22][CH2:23][C:12]=23)=[CH:20][C:19]([CH:24]=C)=[CH:18][CH:17]=4)=[CH:7][C:6]=1[C:26]([F:29])([F:28])[F:27])([CH3:3])[CH3:2].C[N+]1([O-])CC[O:34]CC1.I([O-])(=O)(=O)=O.[Na+]. Product: [CH:1]([O:4][C:5]1[CH:10]=[CH:9][C:8]([C:11]2[O:15][N:14]=[C:13]3[C:16]4[C:21]([CH2:22][CH2:23][C:12]=23)=[CH:20][C:19]([CH:24]=[O:34])=[CH:18][CH:17]=4)=[CH:7][C:6]=1[C:26]([F:28])([F:27])[F:29])([CH3:3])[CH3:2]. The catalyst class is: 822. (9) Reactant: [CH3:1][C:2]([NH:16][C:17]([C:19]1[CH:24]=[CH:23][CH:22]=[CH:21][C:20]=1[O:25]C(=O)C)=O)=[C:3]([C:5](=[O:15])[NH:6][CH2:7][CH2:8][C:9]1[CH:14]=[CH:13][CH:12]=[CH:11][CH:10]=1)[CH3:4].[OH-].[K+].Cl. Product: [OH:25][C:20]1[CH:21]=[CH:22][CH:23]=[CH:24][C:19]=1[C:17]1[N:6]([CH2:7][CH2:8][C:9]2[CH:14]=[CH:13][CH:12]=[CH:11][CH:10]=2)[C:5](=[O:15])[C:3]([CH3:4])=[C:2]([CH3:1])[N:16]=1. The catalyst class is: 40. (10) Reactant: [C:1]([C:4]1[CH:9]=[CH:8][CH:7]=[CH:6][N:5]=1)(=O)[CH3:2].[C:10]1([N:16]2[C:20]3[CH:21]=[CH:22][CH:23]=[CH:24][C:19]=3[N:18]=[C:17]2[NH:25][NH2:26])[CH:15]=[CH:14][CH:13]=[CH:12][CH:11]=1. Product: [C:10]1([N:16]2[C:20]3[CH:21]=[CH:22][CH:23]=[CH:24][C:19]=3[N:18]=[C:17]2[NH:25][N:26]=[C:1]([C:4]2[CH:9]=[CH:8][CH:7]=[CH:6][N:5]=2)[CH3:2])[CH:11]=[CH:12][CH:13]=[CH:14][CH:15]=1. The catalyst class is: 130.